Dataset: NCI-60 drug combinations with 297,098 pairs across 59 cell lines. Task: Regression. Given two drug SMILES strings and cell line genomic features, predict the synergy score measuring deviation from expected non-interaction effect. (1) Synergy scores: CSS=29.7, Synergy_ZIP=2.18, Synergy_Bliss=6.99, Synergy_Loewe=-7.61, Synergy_HSA=4.06. Drug 1: CS(=O)(=O)CCNCC1=CC=C(O1)C2=CC3=C(C=C2)N=CN=C3NC4=CC(=C(C=C4)OCC5=CC(=CC=C5)F)Cl. Cell line: HCC-2998. Drug 2: CC1C(C(CC(O1)OC2CC(CC3=C2C(=C4C(=C3O)C(=O)C5=C(C4=O)C(=CC=C5)OC)O)(C(=O)CO)O)N)O.Cl. (2) Drug 1: COC1=C(C=C2C(=C1)N=CN=C2NC3=CC(=C(C=C3)F)Cl)OCCCN4CCOCC4. Drug 2: CC1C(C(CC(O1)OC2CC(CC3=C2C(=C4C(=C3O)C(=O)C5=CC=CC=C5C4=O)O)(C(=O)C)O)N)O. Cell line: TK-10. Synergy scores: CSS=60.8, Synergy_ZIP=4.97, Synergy_Bliss=5.30, Synergy_Loewe=5.99, Synergy_HSA=7.67. (3) Drug 1: C1CC(=O)NC(=O)C1N2CC3=C(C2=O)C=CC=C3N. Drug 2: C1CC(C1)(C(=O)O)C(=O)O.[NH2-].[NH2-].[Pt+2]. Cell line: LOX IMVI. Synergy scores: CSS=29.8, Synergy_ZIP=-11.4, Synergy_Bliss=-8.57, Synergy_Loewe=-7.23, Synergy_HSA=-5.48. (4) Drug 1: CCCCCOC(=O)NC1=NC(=O)N(C=C1F)C2C(C(C(O2)C)O)O. Drug 2: C#CCC(CC1=CN=C2C(=N1)C(=NC(=N2)N)N)C3=CC=C(C=C3)C(=O)NC(CCC(=O)O)C(=O)O. Cell line: MALME-3M. Synergy scores: CSS=7.78, Synergy_ZIP=-4.77, Synergy_Bliss=-1.65, Synergy_Loewe=0.480, Synergy_HSA=0.698. (5) Drug 1: CCC(=C(C1=CC=CC=C1)C2=CC=C(C=C2)OCCN(C)C)C3=CC=CC=C3.C(C(=O)O)C(CC(=O)O)(C(=O)O)O. Drug 2: C1C(C(OC1N2C=NC(=NC2=O)N)CO)O. Cell line: SK-MEL-5. Synergy scores: CSS=-1.92, Synergy_ZIP=2.61, Synergy_Bliss=3.64, Synergy_Loewe=-1.66, Synergy_HSA=-1.69.